From a dataset of Forward reaction prediction with 1.9M reactions from USPTO patents (1976-2016). Predict the product of the given reaction. (1) Given the reactants [C:1]([O:8][C@H:9]1[C@H:26]([O:27][C:28](=[O:34])[CH2:29][CH2:30][CH2:31][CH2:32][CH3:33])[C@@H:25]([CH2:35][O:36][C:37](=[O:43])[CH2:38][CH2:39][CH2:40][CH2:41][CH3:42])[O:24][C@@H:11]([O:12]C2O[C@H](CO)[C@H](O)[C@H](O)[C@H]2O)[C@H:10]1[O:44][C:45](=[O:53])[CH2:46][CH2:47][CH2:48][CH2:49][CH2:50][CH2:51][CH3:52])(=[O:7])[CH2:2][CH2:3][CH2:4][CH2:5][CH3:6].[BH4-].[Na+], predict the reaction product. The product is: [C:1]([O:8][C@H:9]1[C@H:26]([O:27][C:28](=[O:34])[CH2:29][CH2:30][CH2:31][CH2:32][CH3:33])[C@@H:25]([CH2:35][O:36][C:37](=[O:43])[CH2:38][CH2:39][CH2:40][CH2:41][CH3:42])[O:24][C@@H:11]([O:12][CH:11]([OH:12])[C@@H:10]([OH:44])[C@H:9]([OH:8])[C@H:26]([OH:27])[C@@H:25]([OH:24])[CH2:35][OH:36])[C@H:10]1[O:44][C:45](=[O:53])[CH2:46][CH2:47][CH2:48][CH2:49][CH2:50][CH2:51][CH3:52])(=[O:7])[CH2:2][CH2:3][CH2:4][CH2:5][CH3:6]. (2) Given the reactants [CH3:1][C:2]1[C:6]([C:7]([C:16]2[O:17][C:18]3[CH:24]=[CH:23][C:22]([CH2:25][C:26]([NH:28][CH:29]([C:36]4[CH:41]=[CH:40][C:39]([CH3:42])=[CH:38][C:37]=4[CH3:43])[C:30]4[CH:35]=[CH:34][CH:33]=[CH:32][CH:31]=4)=[O:27])=[CH:21][C:19]=3[CH:20]=2)([OH:15])[CH2:8][CH2:9][C:10]([O:12]CC)=[O:11])=[C:5]([CH3:44])[O:4][N:3]=1.C(OCC#N)(C)C, predict the reaction product. The product is: [CH3:1][C:2]1[C:6]([C:7]([C:16]2[O:17][C:18]3[CH:24]=[CH:23][C:22]([CH2:25][C:26]([NH:28][CH:29]([C:36]4[CH:41]=[CH:40][C:39]([CH3:42])=[CH:38][C:37]=4[CH3:43])[C:30]4[CH:31]=[CH:32][CH:33]=[CH:34][CH:35]=4)=[O:27])=[CH:21][C:19]=3[CH:20]=2)([OH:15])[CH2:8][CH2:9][C:10]([OH:12])=[O:11])=[C:5]([CH3:44])[O:4][N:3]=1. (3) Given the reactants C(OC(=O)[NH:7][C:8]1[N:9]([CH3:25])[C:10](=[O:24])[C:11]([CH3:23])([CH3:22])[C@:12]([C:15]2[CH:20]=[CH:19][CH:18]=[CH:17][C:16]=2[F:21])([CH3:14])[N:13]=1)(C)(C)C.[N+:27]([O-])([OH:29])=[O:28].[OH-].[Na+], predict the reaction product. The product is: [NH2:7][C:8]1[N:9]([CH3:25])[C:10](=[O:24])[C:11]([CH3:23])([CH3:22])[C@:12]([C:15]2[CH:20]=[C:19]([N+:27]([O-:29])=[O:28])[CH:18]=[CH:17][C:16]=2[F:21])([CH3:14])[N:13]=1.